From a dataset of NCI-60 drug combinations with 297,098 pairs across 59 cell lines. Regression. Given two drug SMILES strings and cell line genomic features, predict the synergy score measuring deviation from expected non-interaction effect. (1) Drug 1: C1=CC(=C2C(=C1NCCNCCO)C(=O)C3=C(C=CC(=C3C2=O)O)O)NCCNCCO. Drug 2: C1CCC(CC1)NC(=O)N(CCCl)N=O. Cell line: HL-60(TB). Synergy scores: CSS=41.6, Synergy_ZIP=-12.0, Synergy_Bliss=-20.1, Synergy_Loewe=-29.6, Synergy_HSA=-17.5. (2) Drug 1: C1=NC2=C(N=C(N=C2N1C3C(C(C(O3)CO)O)F)Cl)N. Drug 2: CC1=C2C(C(=O)C3(C(CC4C(C3C(C(C2(C)C)(CC1OC(=O)C(C(C5=CC=CC=C5)NC(=O)OC(C)(C)C)O)O)OC(=O)C6=CC=CC=C6)(CO4)OC(=O)C)O)C)O. Cell line: SK-OV-3. Synergy scores: CSS=2.79, Synergy_ZIP=-3.59, Synergy_Bliss=-1.34, Synergy_Loewe=-1.05, Synergy_HSA=-1.05.